This data is from Forward reaction prediction with 1.9M reactions from USPTO patents (1976-2016). The task is: Predict the product of the given reaction. (1) Given the reactants [N+:1]([C:4]1[CH:9]=[CH:8][C:7]([O:10][C:11]2[CH:19]=[CH:18][C:14]3[CH2:15][O:16][CH2:17][C:13]=3[CH:12]=2)=[CH:6][CH:5]=1)([O-])=O.O.NN, predict the reaction product. The product is: [CH2:15]1[C:14]2[CH:18]=[CH:19][C:11]([O:10][C:7]3[CH:8]=[CH:9][C:4]([NH2:1])=[CH:5][CH:6]=3)=[CH:12][C:13]=2[CH2:17][O:16]1. (2) Given the reactants Br[C:2]1[S:3][CH:4]=[C:5]([C:7]([O:9][CH2:10][CH3:11])=[O:8])[N:6]=1.[F:12][C:13]1[CH:18]=[CH:17][CH:16]=[C:15]([F:19])[C:14]=1B1OC(C)(C)C(C)(C)O1.CCN(C(C)C)C(C)C, predict the reaction product. The product is: [F:12][C:13]1[CH:18]=[CH:17][CH:16]=[C:15]([F:19])[C:14]=1[C:2]1[S:3][CH:4]=[C:5]([C:7]([O:9][CH2:10][CH3:11])=[O:8])[N:6]=1.